From a dataset of Peptide-MHC class II binding affinity with 134,281 pairs from IEDB. Regression. Given a peptide amino acid sequence and an MHC pseudo amino acid sequence, predict their binding affinity value. This is MHC class II binding data. (1) The peptide sequence is DINVGFKAAVAAAAG. The MHC is DRB1_0701 with pseudo-sequence DRB1_0701. The binding affinity (normalized) is 0.667. (2) The peptide sequence is AAATATATAAVGAAT. The MHC is DRB1_0101 with pseudo-sequence DRB1_0101. The binding affinity (normalized) is 0.432.